From a dataset of Experimentally validated miRNA-target interactions with 360,000+ pairs, plus equal number of negative samples. Binary Classification. Given a miRNA mature sequence and a target amino acid sequence, predict their likelihood of interaction. (1) Result: 0 (no interaction). The miRNA is hsa-miR-5706 with sequence UUCUGGAUAACAUGCUGAAGCU. The protein sequence of the target gene is MVLLAAAVCTKAGKAIVSRQFVEMTRTRIEGLLAAFPKLMNTGKQHTFVETESVRYVYQPMEKLYMVLITTKNSNILEDLETLRLFSRVIPEYCRALEENEISEHCFDLIFAFDEIVALGYRENVNLAQIRTFTEMDSHEEKVFRAVRETQEREAKAEMRRKAKELQQARRDAERQGKKAPGFGGFGSSAVSGGSTAAMITETIIETDKPKVAPAPARPSGPSKALKLGAKGKEVDNFVDKLKSEGETIMSSNMGKRTSEATKVHAPPINMESVHMKIEEKITLTCGRDGGLQNMELHGM.... (2) The miRNA is hsa-miR-718 with sequence CUUCCGCCCCGCCGGGCGUCG. The protein sequence of the target gene is MKGGTSKFKTHTETLYKKKKWSSVSEKRPQKCPSQCLESKQPQVSVLGKRRRASQTPAQETLESEWPQKAKRKKRRREPQTPAQETLESEWPQKAKKKKRRGEPQTPTQESLESEQPPVSLLGKRRRESQTPAQENSESEQPRKAKRRRKKRKGSQQPTSSLLKTPETFLKAKKTTSAHKKKKNSVLEVDMETGIILVDKENMENLLETSRKDVDIVYVDMSKGQRSAKVRETGELPAAKPQEHGCRELLGDVRSRKKQKHLQKVAPWDVVQGSQPESISLPPSEPLSSEDLEGKSTEAA.... Result: 0 (no interaction).